This data is from Reaction yield outcomes from USPTO patents with 853,638 reactions. The task is: Predict the reaction yield, written as a fraction of the theoretical maximum amount of product (1.0 means a 100% yield; for example, 0.34 means a 34% yield). (1) The yield is 0.670. The product is [Cl:1][C:2]1[N:3]=[C:4]2[CH:12]=[C:11]([Cl:13])[CH:10]=[N:9][C:5]2=[N:6][C:7]=1[N:19]1[CH2:18][CH2:17][N:16]([C:21]([O:23][C:24]([CH3:27])([CH3:26])[CH3:25])=[O:22])[C@@H:15]([CH3:14])[CH2:20]1. The reactants are [Cl:1][C:2]1[N:3]=[C:4]2[CH:12]=[C:11]([Cl:13])[CH:10]=[N:9][C:5]2=[N:6][C:7]=1Cl.[CH3:14][C@H:15]1[CH2:20][NH:19][CH2:18][CH2:17][N:16]1[C:21]([O:23][C:24]([CH3:27])([CH3:26])[CH3:25])=[O:22].[NH4+].[Cl-]. The catalyst is C(Cl)Cl. (2) The reactants are C(O[CH:4](O)[C:5]([C:7]1[CH:8]=[C:9]([NH:13][S:14]([C:17]2[CH:22]=[CH:21][CH:20]=[CH:19][CH:18]=2)(=[O:16])=[O:15])[CH:10]=[CH:11][CH:12]=1)=[O:6])C.Cl.Cl.[CH3:26][C:27]([NH2:41])([CH3:40])[CH2:28][CH2:29][N:30]1[C:34]2[CH:35]=[CH:36][CH:37]=[CH:38][C:33]=2[N:32]=[C:31]1[CH3:39].[BH4-].[Na+].FC(F)(F)C(O)=O. The catalyst is C(O)C. The product is [CH3:40][C:27]([NH:41][CH2:4][CH:5]([C:7]1[CH:8]=[C:9]([NH:13][S:14]([C:17]2[CH:18]=[CH:19][CH:20]=[CH:21][CH:22]=2)(=[O:15])=[O:16])[CH:10]=[CH:11][CH:12]=1)[OH:6])([CH3:26])[CH2:28][CH2:29][N:30]1[C:34]2[CH:35]=[CH:36][CH:37]=[CH:38][C:33]=2[N:32]=[C:31]1[CH3:39]. The yield is 0.220. (3) The reactants are [CH3:1][P:2](=[O:7])([O:5][CH3:6])[O:3][CH3:4].C([Li])CCC.[F:13][C:14]([F:21])([CH3:20])[C:15](OCC)=[O:16].[Cl-].[NH4+]. The catalyst is C1COCC1. The product is [F:13][C:14]([F:21])([CH3:20])[C:15](=[O:16])[CH2:1][P:2](=[O:7])([O:5][CH3:6])[O:3][CH3:4]. The yield is 0.830. (4) The reactants are Br[C:2]1[S:6][C:5]([C:7]([N:9]([CH3:16])[C:10]2[CH:15]=[CH:14][CH:13]=[CH:12][CH:11]=2)=[O:8])=[CH:4][CH:3]=1.[CH3:17][O:18][C:19]1[CH:20]=[C:21](B(O)O)[CH:22]=[CH:23][CH:24]=1. The catalyst is [Pd].C1(P(C2C=CC=CC=2)C2C=CC=CC=2)C=CC=CC=1.C1(P(C2C=CC=CC=2)C2C=CC=CC=2)C=CC=CC=1.C1(P(C2C=CC=CC=2)C2C=CC=CC=2)C=CC=CC=1.C1(P(C2C=CC=CC=2)C2C=CC=CC=2)C=CC=CC=1. The product is [CH3:17][O:18][C:19]1[CH:24]=[C:23]([C:2]2[S:6][C:5]([C:7]([N:9]([CH3:16])[C:10]3[CH:15]=[CH:14][CH:13]=[CH:12][CH:11]=3)=[O:8])=[CH:4][CH:3]=2)[CH:22]=[CH:21][CH:20]=1. The yield is 0.760. (5) The yield is 0.640. The catalyst is C1COCC1.CCCCCC. The product is [F:15][C:14]1[CH:13]=[CH:12][C:4]([CH2:5][N:6]2[CH2:11][CH2:10][O:9][CH2:8][CH2:7]2)=[CH:3][C:2]=1[C:24](=[O:26])[CH3:25]. The reactants are Br[C:2]1[CH:3]=[C:4]([CH:12]=[CH:13][C:14]=1[F:15])[CH2:5][N:6]1[CH2:11][CH2:10][O:9][CH2:8][CH2:7]1.C([Li])CCC.CON(C)[C:24](=[O:26])[CH3:25]. (6) The reactants are [CH2:1]=O.[Cl:3][C:4]1[CH:5]=[C:6]([NH:11][C:12]2[C:21]3[C:16](=[CH:17][C:18]([O:24][CH2:25][C:26]4[N:30]=[C:29]([CH:31]5[CH2:36][CH2:35][NH:34][CH2:33][CH2:32]5)[O:28][N:27]=4)=[C:19]([O:22][CH3:23])[CH:20]=3)[N:15]=[CH:14][N:13]=2)[CH:7]=[CH:8][C:9]=1[Cl:10]. The catalyst is C(O)=O. The product is [Cl:3][C:4]1[CH:5]=[C:6]([NH:11][C:12]2[C:21]3[C:16](=[CH:17][C:18]([O:24][CH2:25][C:26]4[N:30]=[C:29]([CH:31]5[CH2:36][CH2:35][N:34]([CH3:1])[CH2:33][CH2:32]5)[O:28][N:27]=4)=[C:19]([O:22][CH3:23])[CH:20]=3)[N:15]=[CH:14][N:13]=2)[CH:7]=[CH:8][C:9]=1[Cl:10]. The yield is 0.690.